This data is from Peptide-MHC class I binding affinity with 185,985 pairs from IEDB/IMGT. The task is: Regression. Given a peptide amino acid sequence and an MHC pseudo amino acid sequence, predict their binding affinity value. This is MHC class I binding data. The peptide sequence is CGDGRRRVY. The MHC is HLA-A68:02 with pseudo-sequence HLA-A68:02. The binding affinity (normalized) is 0.